Predict which catalyst facilitates the given reaction. From a dataset of Catalyst prediction with 721,799 reactions and 888 catalyst types from USPTO. (1) Reactant: [NH2:1][CH:2]([CH2:12][C:13]1[CH:18]=[CH:17][CH:16]=[C:15]([O:19][C:20]([F:25])([F:24])[CH:21]([F:23])[F:22])[CH:14]=1)[CH:3]([C:5]1[CH:10]=[CH:9][C:8]([OH:11])=[CH:7][CH:6]=1)[OH:4].[C:26]1([C:37](O)=[O:38])[CH:27]=[CH:28][CH:29]=[C:30]2[CH2:36][CH2:35][CH2:34][CH:33]=[CH:32][C:31]=12.Cl.C(N=C=NCCCN(C)C)C.O.ON1C2C=CC=CC=2N=N1. Product: [OH:4][CH:3]([C:5]1[CH:10]=[CH:9][C:8]([OH:11])=[CH:7][CH:6]=1)[CH:2]([NH:1][C:37]([C:26]1[CH:27]=[CH:28][CH:29]=[C:30]2[CH2:36][CH2:35][CH2:34][CH:33]=[CH:32][C:31]=12)=[O:38])[CH2:12][C:13]1[CH:18]=[CH:17][CH:16]=[C:15]([O:19][C:20]([F:24])([F:25])[CH:21]([F:22])[F:23])[CH:14]=1. The catalyst class is: 47. (2) Reactant: [CH3:1][C:2]1[CH:3]=[C:4]2[C:9](=[CH:10][CH:11]=1)[N:8]=[CH:7][CH:6]=[CH:5]2.C1C(=O)N([Br:19])C(=O)C1.C(OOC(=O)C1C=CC=CC=1)(=O)C1C=CC=CC=1. Product: [Br:19][CH2:1][C:2]1[CH:3]=[C:4]2[C:9](=[CH:10][CH:11]=1)[N:8]=[CH:7][CH:6]=[CH:5]2. The catalyst class is: 53. (3) The catalyst class is: 6. Product: [Cl:35][C:32]1[CH:33]=[CH:34][C:29]([C@@:17]2([C:27]#[N:28])[C@H:16]([CH2:37][C:38]([CH3:40])([CH3:41])[CH3:39])[NH:15][C@@H:14]([C:12]([NH:11][CH2:10][C:7]3[CH:8]=[CH:9][C:4]([C:3]([OH:44])=[O:2])=[C:5]([O:42][CH3:43])[CH:6]=3)=[O:13])[C@@H:18]2[C:19]2[CH:24]=[CH:23][CH:22]=[C:21]([Cl:25])[C:20]=2[F:26])=[C:30]([F:36])[CH:31]=1. Reactant: C[O:2][C:3](=[O:44])[C:4]1[CH:9]=[CH:8][C:7]([CH2:10][NH:11][C:12]([C@H:14]2[C@H:18]([C:19]3[CH:24]=[CH:23][CH:22]=[C:21]([Cl:25])[C:20]=3[F:26])[C@:17]([C:29]3[CH:34]=[CH:33][C:32]([Cl:35])=[CH:31][C:30]=3[F:36])([C:27]#[N:28])[C@H:16]([CH2:37][C:38]([CH3:41])([CH3:40])[CH3:39])[NH:15]2)=[O:13])=[CH:6][C:5]=1[O:42][CH3:43].C1COCC1.O.[OH-].[Li+]. (4) Reactant: [CH3:1][O:2][C:3]1[CH:4]=[C:5]([CH:7]=[CH:8][CH:9]=1)[NH2:6].[CH3:10][C:11]([CH3:18])([CH3:17])[C:12](=O)[C:13]([OH:15])=[O:14].C(O)(=O)C.[B-]C#N.[Na+]. Product: [CH3:1][O:2][C:3]1[CH:4]=[C:5]([NH:6][CH:12]([C:11]([CH3:18])([CH3:17])[CH3:10])[C:13]([OH:15])=[O:14])[CH:7]=[CH:8][CH:9]=1. The catalyst class is: 24. (5) Reactant: F[C:2]1[C:7]([C:8]2[N:13]=[C:12]([CH3:14])[N:11]=[C:10]([N:15]([CH2:25][C:26]3[CH:31]=[CH:30][C:29]([O:32][CH3:33])=[CH:28][CH:27]=3)[CH2:16][C:17]3[CH:22]=[CH:21][C:20]([O:23][CH3:24])=[CH:19][CH:18]=3)[N:9]=2)=[CH:6][C:5]([CH2:34][N:35]2[CH2:40][CH2:39][O:38][CH2:37][CH2:36]2)=[CH:4][N:3]=1.[F:41][C:42]1[CH:43]=[C:44]([NH2:50])[CH:45]=[N:46][C:47]=1[O:48][CH3:49].C[Si]([N-][Si](C)(C)C)(C)C.[Li+]. Product: [F:41][C:42]1[CH:43]=[C:44]([NH:50][C:2]2[C:7]([C:8]3[N:13]=[C:12]([CH3:14])[N:11]=[C:10]([N:15]([CH2:25][C:26]4[CH:31]=[CH:30][C:29]([O:32][CH3:33])=[CH:28][CH:27]=4)[CH2:16][C:17]4[CH:18]=[CH:19][C:20]([O:23][CH3:24])=[CH:21][CH:22]=4)[N:9]=3)=[CH:6][C:5]([CH2:34][N:35]3[CH2:40][CH2:39][O:38][CH2:37][CH2:36]3)=[CH:4][N:3]=2)[CH:45]=[N:46][C:47]=1[O:48][CH3:49]. The catalyst class is: 20. (6) Reactant: [Cl:1][C:2]1[N:7]=[C:6](Cl)[CH:5]=[CH:4][N:3]=1.[CH3:9][N:10]1[CH2:15][CH2:14][NH:13][CH2:12][CH2:11]1. Product: [Cl:1][C:2]1[N:7]=[C:6]([N:13]2[CH2:14][CH2:15][N:10]([CH3:9])[CH2:11][CH2:12]2)[CH:5]=[CH:4][N:3]=1. The catalyst class is: 14. (7) Reactant: Cl[C:2]1[C:11]2[C:6](=[CH:7][C:8]([O:12][CH3:13])=[CH:9][CH:10]=2)[N:5]=[C:4]([CH3:14])[CH:3]=1.[CH2:15]([NH:17][CH2:18][CH3:19])[CH3:16]. Product: [CH2:15]([N:17]([CH2:18][CH3:19])[C:2]1[C:11]2[C:6](=[CH:7][C:8]([O:12][CH3:13])=[CH:9][CH:10]=2)[N:5]=[C:4]([CH3:14])[CH:3]=1)[CH3:16]. The catalyst class is: 5.